Dataset: Forward reaction prediction with 1.9M reactions from USPTO patents (1976-2016). Task: Predict the product of the given reaction. (1) Given the reactants [CH2:1]([C:3]1[C:4]([C:27]2[CH:32]=[CH:31][CH:30]=[CH:29][CH:28]=2)=[C:5]([O:15][C:16]2[CH:21]=[CH:20][C:19](/[CH:22]=[CH:23]/[C:24]([OH:26])=[O:25])=[CH:18][CH:17]=2)[C:6]2[C:11]([CH:12]=1)=[CH:10][C:9]([O:13]C)=[CH:8][CH:7]=2)[CH3:2].B(Br)(Br)Br, predict the reaction product. The product is: [CH2:1]([C:3]1[C:4]([C:27]2[CH:32]=[CH:31][CH:30]=[CH:29][CH:28]=2)=[C:5]([O:15][C:16]2[CH:21]=[CH:20][C:19](/[CH:22]=[CH:23]/[C:24]([OH:26])=[O:25])=[CH:18][CH:17]=2)[C:6]2[C:11]([CH:12]=1)=[CH:10][C:9]([OH:13])=[CH:8][CH:7]=2)[CH3:2]. (2) The product is: [NH:7]1[C:8]2[C:4](=[CH:3][C:2]([C:19]3[CH:20]=[C:21]4[C:26](=[CH:27][CH:28]=3)[CH:25]=[C:24]([NH:29][C:30]([C:32]3[CH:36]=[CH:35][S:34][CH:33]=3)=[O:31])[CH:23]=[CH:22]4)=[CH:10][CH:9]=2)[CH:5]=[CH:6]1. Given the reactants Br[C:2]1[CH:3]=[C:4]2[C:8](=[CH:9][CH:10]=1)[NH:7][CH:6]=[CH:5]2.CC1(C)C(C)(C)OB([C:19]2[CH:20]=[C:21]3[C:26](=[CH:27][CH:28]=2)[CH:25]=[C:24]([NH:29][C:30]([C:32]2[CH:36]=[CH:35][S:34][CH:33]=2)=[O:31])[CH:23]=[CH:22]3)O1.C([O-])([O-])=O.[K+].[K+].O1CCOCC1, predict the reaction product. (3) The product is: [CH3:1][N:2]1[C:7]([C:8]2[CH:9]=[N:10][CH:11]=[CH:12][CH:13]=2)=[N:5][N:4]=[C:3]1[SH:6]. Given the reactants [CH3:1][NH:2][C:3](=[S:6])[NH:4][NH2:5].[C:7](O)(=O)[C:8]1[CH:13]=[CH:12][CH:11]=[N:10][CH:9]=1.CCN=C=NCCCN(C)C.Cl.C1C=CC2N(O)N=NC=2C=1.[OH-].[Na+].Cl.[Cl-].[Na+], predict the reaction product. (4) Given the reactants [CH2:1]([O:3][CH2:4][C:5]1[N:6]([NH:18][CH:19]([CH2:22][CH3:23])[CH2:20][CH3:21])[C:7]2[C:16]3[CH:15]=[CH:14][CH:13]=[CH:12][C:11]=3[N:10]=[CH:9][C:8]=2[N:17]=1)[CH3:2].C1C=C(Cl)C=C(C(OO)=O)C=1.[NH4+:35].[OH-].C1(C)C=CC(S(Cl)(=O)=O)=CC=1, predict the reaction product. The product is: [CH2:1]([O:3][CH2:4][C:5]1[N:6]([NH:18][CH:19]([CH2:20][CH3:21])[CH2:22][CH3:23])[C:7]2[C:16]3[CH:15]=[CH:14][CH:13]=[CH:12][C:11]=3[N:10]=[C:9]([NH2:35])[C:8]=2[N:17]=1)[CH3:2]. (5) Given the reactants [N:1]1([C:7]2[CH:12]=[CH:11][C:10]([NH:13][C:14]3[C:15]4[N:16]([CH:30]=[CH:31][N:32]=4)[C:17]([C:20]4[CH:21]=[C:22]5[C:26](=[CH:27][CH:28]=4)[C:25](=[O:29])[NH:24][CH2:23]5)=[CH:18][N:19]=3)=[CH:9][CH:8]=2)[CH2:6][CH2:5]O[CH2:3][CH2:2]1.BrC1N2C=CN=C2C([NH:43][C:44]2[CH:49]=[CH:49][C:44]([N:43]3CCN(C(C)C)CC3)=[CH:45][CH:45]=2)=NC=1.CC1(C)C(C)(C)OB(C2C=C3C(=CC=2)C(=O)NC3)O1.C([O-])([O-])=O.[Na+].[Na+], predict the reaction product. The product is: [CH:44]([N:43]1[CH2:5][CH2:6][N:1]([C:7]2[CH:12]=[CH:11][C:10]([NH:13][C:14]3[C:15]4[N:16]([CH:30]=[CH:31][N:32]=4)[C:17]([C:20]4[CH:21]=[C:22]5[C:26](=[CH:27][CH:28]=4)[C:25](=[O:29])[NH:24][CH2:23]5)=[CH:18][N:19]=3)=[CH:9][CH:8]=2)[CH2:2][CH2:3]1)([CH3:49])[CH3:45]. (6) Given the reactants [Cl:1][C:2]1[CH:10]=[CH:9][C:5]([C:6]([NH2:8])=O)=[C:4]([N:11]([CH2:13][CH2:14][O:15][CH3:16])[CH3:12])[N:3]=1.N1C=CC=CC=1.O=P(Cl)(Cl)Cl.[OH-].[Na+], predict the reaction product. The product is: [Cl:1][C:2]1[CH:10]=[CH:9][C:5]([C:6]#[N:8])=[C:4]([N:11]([CH2:13][CH2:14][O:15][CH3:16])[CH3:12])[N:3]=1. (7) Given the reactants [C:1]([CH2:3][C:4]1[CH:5]=[C:6]([CH:11]=[CH:12][CH:13]=1)[C:7]([O:9][CH3:10])=[O:8])#[N:2].[H-].[Na+].Br[CH2:17][CH2:18]Cl, predict the reaction product. The product is: [C:1]([C:3]1([C:4]2[CH:5]=[C:6]([CH:11]=[CH:12][CH:13]=2)[C:7]([O:9][CH3:10])=[O:8])[CH2:18][CH2:17]1)#[N:2]. (8) Given the reactants C(O)(C(F)(F)F)=O.ClCCl.[O:11]=[C:12]1[C:20](=[C:21]2[CH:30]=[CH:29][C:28]3[C:23](=[CH:24][CH:25]=[CH:26][CH:27]=3)[NH:22]2)[C:19]2[C:14](=[CH:15][C:16]([C:31]3[N:32](C(OC(C)(C)C)=O)[CH:33]=[CH:34][CH:35]=3)=[CH:17][CH:18]=2)[NH:13]1, predict the reaction product. The product is: [NH:32]1[CH:33]=[CH:34][CH:35]=[C:31]1[C:16]1[CH:15]=[C:14]2[C:19]([C:20](=[C:21]3[CH:30]=[CH:29][C:28]4[C:23](=[CH:24][CH:25]=[CH:26][CH:27]=4)[NH:22]3)[C:12](=[O:11])[NH:13]2)=[CH:18][CH:17]=1.